Dataset: Full USPTO retrosynthesis dataset with 1.9M reactions from patents (1976-2016). Task: Predict the reactants needed to synthesize the given product. The reactants are: [OH:1][C:2]1[CH:3]=[C:4]([CH:9]=[C:10]([O:12][C@H:13]2[CH2:17][CH2:16][O:15][CH2:14]2)[CH:11]=1)[C:5]([O:7][CH3:8])=[O:6].C(=O)([O-])[O-].[K+].[K+].[N:24]1([C:28]([C:30]2[CH:31]=[C:32]([Cl:37])[C:33](Cl)=[N:34][CH:35]=2)=[O:29])[CH2:27][CH2:26][CH2:25]1. Given the product [N:24]1([C:28]([C:30]2[CH:31]=[C:32]([Cl:37])[C:33]([O:1][C:2]3[CH:3]=[C:4]([CH:9]=[C:10]([O:12][C@H:13]4[CH2:17][CH2:16][O:15][CH2:14]4)[CH:11]=3)[C:5]([O:7][CH3:8])=[O:6])=[N:34][CH:35]=2)=[O:29])[CH2:27][CH2:26][CH2:25]1, predict the reactants needed to synthesize it.